This data is from Retrosynthesis with 50K atom-mapped reactions and 10 reaction types from USPTO. The task is: Predict the reactants needed to synthesize the given product. (1) Given the product CCC(=O)c1cccc(F)c1Oc1ccnc2cc(OC)c(OC)cc12, predict the reactants needed to synthesize it. The reactants are: CCC(O)c1cccc(F)c1Oc1ccnc2cc(OC)c(OC)cc12. (2) Given the product CCN1C2CCC1CC(c1ccnc3c(-c4ccnc(O)c4)c(-c4ccncc4)nn13)C2, predict the reactants needed to synthesize it. The reactants are: CCN1C2CCC1CC(c1ccnc3c(-c4ccnc(OC)c4)c(-c4ccncc4)nn13)C2. (3) Given the product COc1c(Br)cccc1-c1ccccc1, predict the reactants needed to synthesize it. The reactants are: COc1c(Br)cccc1Br.OB(O)c1ccccc1. (4) Given the product Cc1ccc(CN2CCC3(CC2)CSC2=C(O3)c3ccccc3C(=O)C2=O)cc1, predict the reactants needed to synthesize it. The reactants are: Cc1ccc(CBr)cc1.O=C1C(=O)c2ccccc2C2=C1SCC1(CCNCC1)O2. (5) Given the product NCCCCN1CCC(Cc2nc3ccccc3n2Cc2ccco2)CC1, predict the reactants needed to synthesize it. The reactants are: N#CCCCN1CCC(Cc2nc3ccccc3n2Cc2ccco2)CC1. (6) Given the product Cn1nc(Br)c2cc(F)c(F)cc21, predict the reactants needed to synthesize it. The reactants are: CI.Fc1cc2[nH]nc(Br)c2cc1F. (7) The reactants are: Cc1nnc(-c2nnc(S)o2)o1.FC(F)=C(F)CCBr. Given the product Cc1nnc(-c2nnc(SCCC(F)=C(F)F)o2)o1, predict the reactants needed to synthesize it.